Dataset: Catalyst prediction with 721,799 reactions and 888 catalyst types from USPTO. Task: Predict which catalyst facilitates the given reaction. (1) Reactant: [CH2:1]([O:3][C:4](=[O:32])[CH:5]([C:10]1[CH:11]=[C:12]([C:22]2[CH:27]=[CH:26][C:25]([C:28]([F:31])([F:30])[F:29])=[CH:24][CH:23]=2)[CH:13]=[C:14]([CH:16]2[CH2:21][CH2:20][NH:19][CH2:18][CH2:17]2)[CH:15]=1)[CH2:6][CH:7]([CH3:9])[CH3:8])[CH3:2].[C:33]1(=O)[CH2:38][CH2:37][CH2:36][CH2:35][CH2:34]1.C(O[BH-](OC(=O)C)OC(=O)C)(=O)C.[Na+]. Product: [CH2:1]([O:3][C:4](=[O:32])[CH:5]([C:10]1[CH:11]=[C:12]([C:22]2[CH:27]=[CH:26][C:25]([C:28]([F:29])([F:30])[F:31])=[CH:24][CH:23]=2)[CH:13]=[C:14]([CH:16]2[CH2:17][CH2:18][N:19]([CH:33]3[CH2:38][CH2:37][CH2:36][CH2:35][CH2:34]3)[CH2:20][CH2:21]2)[CH:15]=1)[CH2:6][CH:7]([CH3:9])[CH3:8])[CH3:2]. The catalyst class is: 26. (2) Reactant: [F:1][C:2]([F:45])([F:44])[C:3]1[CH:4]=[C:5]([CH:37]=[C:38]([C:40]([F:43])([F:42])[F:41])[CH:39]=1)[CH2:6][N:7]([C:31]1[N:32]=[N:33][N:34]([CH3:36])[N:35]=1)[C@@H:8]1[C:17]2[C:12](=[CH:13][CH:14]=[C:15]([O:18][C:19]([F:22])([F:21])[F:20])[CH:16]=2)[N:11](C(=O)C(F)(F)F)[C@H:10]([CH2:29][CH3:30])[CH2:9]1.O.[OH-].[Li+].O.CO. Product: [F:43][C:40]([F:41])([F:42])[C:38]1[CH:37]=[C:5]([CH:4]=[C:3]([C:2]([F:45])([F:44])[F:1])[CH:39]=1)[CH2:6][N:7]([C@@H:8]1[C:17]2[C:12](=[CH:13][CH:14]=[C:15]([O:18][C:19]([F:20])([F:21])[F:22])[CH:16]=2)[NH:11][C@H:10]([CH2:29][CH3:30])[CH2:9]1)[C:31]1[N:32]=[N:33][N:34]([CH3:36])[N:35]=1. The catalyst class is: 7.